Task: Predict the reaction yield, written as a fraction of the theoretical maximum amount of product (1.0 means a 100% yield; for example, 0.34 means a 34% yield).. Dataset: Reaction yield outcomes from USPTO patents with 853,638 reactions (1) The reactants are [NH2:1][C:2]1[S:3][C:4](Br)=[C:5]([C:7]([CH3:10])([CH3:9])[CH3:8])[N:6]=1.[NH:12]1[CH2:17][CH2:16][CH2:15][CH2:14][CH2:13]1.C(=O)([O-])[O-].[K+].[K+].C(#N)C. The catalyst is O. The product is [NH2:1][C:2]1[S:3][C:4]([N:12]2[CH2:17][CH2:16][CH2:15][CH2:14][CH2:13]2)=[C:5]([C:7]([CH3:10])([CH3:9])[CH3:8])[N:6]=1. The yield is 0.793. (2) The reactants are Cl.[NH2:2][CH2:3][CH2:4][C:5]([O:7][CH2:8][CH3:9])=[O:6].[CH2:10](Br)[C:11]1[CH:16]=[CH:15][CH:14]=[CH:13][CH:12]=1.C([O-])([O-])=O.[K+].[K+]. The catalyst is CC#N. The product is [CH2:10]([N:2]([CH2:10][C:11]1[CH:16]=[CH:15][CH:14]=[CH:13][CH:12]=1)[CH2:3][CH2:4][C:5]([O:7][CH2:8][CH3:9])=[O:6])[C:11]1[CH:16]=[CH:15][CH:14]=[CH:13][CH:12]=1. The yield is 0.970. (3) The reactants are [H-].[Na+].[O:3]1[C:7]2[CH:8]=[CH:9][C:10]([C:12]3[CH:17]=[CH:16][N:15]=[C:14]([NH:18][CH2:19][CH2:20][CH2:21][O:22][C:23]4[CH:24]=[C:25]5[C:29](=[CH:30][CH:31]=4)[C@H:28]([CH2:32][C:33]([O:35][CH2:36][CH3:37])=[O:34])[CH2:27][CH2:26]5)[N:13]=3)=[CH:11][C:6]=2[O:5][CH2:4]1.I[CH3:39].[Cl-].[NH4+]. The catalyst is CN(C=O)C. The product is [O:3]1[C:7]2[CH:8]=[CH:9][C:10]([C:12]3[CH:17]=[CH:16][N:15]=[C:14]([N:18]([CH3:39])[CH2:19][CH2:20][CH2:21][O:22][C:23]4[CH:24]=[C:25]5[C:29](=[CH:30][CH:31]=4)[C@H:28]([CH2:32][C:33]([O:35][CH2:36][CH3:37])=[O:34])[CH2:27][CH2:26]5)[N:13]=3)=[CH:11][C:6]=2[O:5][CH2:4]1. The yield is 0.690. (4) The reactants are CC1C=CC(S(O[CH2:12][C@H:13]2[CH2:18][CH2:17][C@H:16]([NH:19][C:20]([O:22][C:23]([CH3:26])([CH3:25])[CH3:24])=[O:21])[CH2:15][CH2:14]2)(=O)=O)=CC=1.[C:27]([O-:30])(=[S:29])[CH3:28].[K+]. The catalyst is CS(C)=O. The product is [C:27](=[O:30])([S:29][CH2:12][C@H:13]1[CH2:14][CH2:15][C@H:16]([NH:19][C:20]([O:22][C:23]([CH3:24])([CH3:25])[CH3:26])=[O:21])[CH2:17][CH2:18]1)[CH3:28]. The yield is 0.960. (5) The reactants are CS(O[CH2:6][CH2:7][CH2:8][CH2:9][O:10][C:11]1[CH:20]=[CH:19][C:18]2[CH2:17][CH2:16][C:15](=[O:21])[NH:14][C:13]=2[N:12]=1)(=O)=O.[Na+].[I-].CCN(CC)CC.[Cl:31][C:32]1[C:37]([Cl:38])=[CH:36][CH:35]=[CH:34][C:33]=1[N:39]1[CH2:45][CH2:44][CH2:43][N:42](CCCCOC2C=C3C(CCC(=O)N3)=CC=2)[CH2:41][CH2:40]1. The catalyst is CC#N. The product is [Cl:31][C:32]1[C:37]([Cl:38])=[CH:36][CH:35]=[CH:34][C:33]=1[N:39]1[CH2:45][CH2:44][CH2:43][N:42]([CH2:6][CH2:7][CH2:8][CH2:9][O:10][C:11]2[N:12]=[C:13]3[C:18]([CH2:17][CH2:16][C:15](=[O:21])[NH:14]3)=[CH:19][CH:20]=2)[CH2:41][CH2:40]1. The yield is 0.630. (6) The reactants are [N+:1]([C:4]1[CH:5]=[N:6][CH:7]=[CH:8][C:9]=1[C:10]1[O:15][C@H:14]([C:16]#[N:17])[C@@H:13]([O:18][Si:19]([CH:26]([CH3:28])[CH3:27])([CH:23]([CH3:25])[CH3:24])[CH:20]([CH3:22])[CH3:21])[C@H:12]([O:29][Si:30]([CH:37]([CH3:39])[CH3:38])([CH:34]([CH3:36])[CH3:35])[CH:31]([CH3:33])[CH3:32])[CH:11]=1)([O-])=O. The catalyst is [Fe].CC(O)=O. The product is [NH2:1][C:4]1[CH:5]=[N:6][CH:7]=[CH:8][C:9]=1[C:10]1[O:15][C@H:14]([C:16]#[N:17])[C@@H:13]([O:18][Si:19]([CH:23]([CH3:24])[CH3:25])([CH:20]([CH3:21])[CH3:22])[CH:26]([CH3:27])[CH3:28])[C@H:12]([O:29][Si:30]([CH:37]([CH3:39])[CH3:38])([CH:31]([CH3:33])[CH3:32])[CH:34]([CH3:36])[CH3:35])[CH:11]=1. The yield is 0.960. (7) The reactants are [C:1]([OH:7])(=[O:6])[CH2:2][C:3](O)=O.[F:8][C:9]1[CH:16]=[C:15]([O:17][CH2:18][C:19]2[CH:24]=[CH:23][CH:22]=[CH:21][N:20]=2)[CH:14]=[CH:13][C:10]=1C=O.N1CCCCC1.Cl. The catalyst is O.N1C=CC=CC=1. The product is [F:8][C:9]1[CH:16]=[C:15]([O:17][CH2:18][C:19]2[CH:24]=[CH:23][CH:22]=[CH:21][N:20]=2)[CH:14]=[CH:13][C:10]=1/[CH:3]=[CH:2]/[C:1]([OH:7])=[O:6]. The yield is 0.850. (8) The reactants are Br[C:2]1[CH:7]=[CH:6][C:5]([O:8][CH2:9][CH2:10][CH2:11][CH2:12][CH2:13][CH3:14])=[CH:4][CH:3]=1.C([Li])CCC.C([O:23][B:24](OC(C)C)[O:25]C(C)C)(C)C. The catalyst is O. The product is [CH2:9]([O:8][C:5]1[CH:6]=[CH:7][C:2]([B:24]([OH:25])[OH:23])=[CH:3][CH:4]=1)[CH2:10][CH2:11][CH2:12][CH2:13][CH3:14]. The yield is 0.826.